Dataset: Full USPTO retrosynthesis dataset with 1.9M reactions from patents (1976-2016). Task: Predict the reactants needed to synthesize the given product. Given the product [ClH:1].[CH:2]1([C:5]2[CH:6]=[C:7]([F:21])[C:8]3[NH:12][C:11](=[O:13])[N:10]([CH:14]4[CH2:15][CH2:16][N:17]([CH:32]5[CH2:33][CH2:34][O:29][CH2:30][CH2:31]5)[CH2:18][CH2:19]4)[C:9]=3[CH:20]=2)[CH2:3][CH2:4]1, predict the reactants needed to synthesize it. The reactants are: [ClH:1].[CH:2]1([C:5]2[CH:6]=[C:7]([F:21])[C:8]3[NH:12][C:11](=[O:13])[N:10]([CH:14]4[CH2:19][CH2:18][NH:17][CH2:16][CH2:15]4)[C:9]=3[CH:20]=2)[CH2:4][CH2:3]1.C(N(CC)CC)C.[O:29]1[CH2:34][CH2:33][C:32](=O)[CH2:31][CH2:30]1.C(O[BH-](OC(=O)C)OC(=O)C)(=O)C.[Na+].